This data is from Catalyst prediction with 721,799 reactions and 888 catalyst types from USPTO. The task is: Predict which catalyst facilitates the given reaction. (1) Reactant: [OH:1][CH2:2][CH2:3][NH:4][CH2:5][C:6]1[CH:7]=[C:8]([CH3:15])[CH:9]=[C:10]2[C:14]=1[NH:13][CH:12]=[CH:11]2.C(=O)([O-])[O-].[K+].[K+].[C:22](O[C:22]([O:24][C:25]([CH3:28])([CH3:27])[CH3:26])=[O:23])([O:24][C:25]([CH3:28])([CH3:27])[CH3:26])=[O:23].O. Product: [C:25]([O:24][C:22]([N:4]([CH2:5][C:6]1[CH:7]=[C:8]([CH3:15])[CH:9]=[C:10]2[C:14]=1[NH:13][CH:12]=[CH:11]2)[CH2:3][CH2:2][OH:1])=[O:23])([CH3:28])([CH3:27])[CH3:26]. The catalyst class is: 7. (2) Reactant: [Cl:1][C:2]1[CH:7]=[CH:6][C:5]([C:8]2[CH:13]=[C:12]([CH3:14])[N:11]=[C:10]([N:15]3[CH:19]=[C:18]([Sn](CCCC)(CCCC)CCCC)[N:17]=[CH:16]3)[N:9]=2)=[CH:4][CH:3]=1.BrC1C=C([CH2:40][S:41](CC2C=CC=C(Br)C=2)(=[O:43])=[O:42])C=CC=1.[CH3:52][CH2:53][CH2:54][CH2:55][CH2:56][CH3:57]. Product: [Cl:1][C:2]1[CH:3]=[CH:4][C:5]([C:8]2[CH:13]=[C:12]([CH3:14])[N:11]=[C:10]([N:15]3[CH:19]=[C:18]([C:54]4[CH:53]=[CH:52][CH:57]=[C:56]([S:41]([CH3:40])(=[O:43])=[O:42])[CH:55]=4)[N:17]=[CH:16]3)[N:9]=2)=[CH:6][CH:7]=1. The catalyst class is: 11. (3) Product: [NH2:1][C:2]1[C:7]2[C:8]([C:11]3[CH:16]=[CH:15][C:14]([NH:17][C:18]([C:20]4[N:21]([CH3:29])[C:22]5[C:27]([CH:28]=4)=[CH:26][CH:25]=[CH:24][CH:23]=5)=[O:19])=[C:13]([O:30][CH3:31])[CH:12]=3)=[CH:9][S:10][C:6]=2[C:5](/[CH:32]=[CH:33]/[CH2:34][N:36]2[CH2:41][CH2:40][CH2:39][CH:38]([NH2:42])[CH2:37]2)=[CH:4][N:3]=1. Reactant: [NH2:1][C:2]1[C:7]2[C:8]([C:11]3[CH:16]=[CH:15][C:14]([NH:17][C:18]([C:20]4[N:21]([CH3:29])[C:22]5[C:27]([CH:28]=4)=[CH:26][CH:25]=[CH:24][CH:23]=5)=[O:19])=[C:13]([O:30][CH3:31])[CH:12]=3)=[CH:9][S:10][C:6]=2[C:5](/[CH:32]=[CH:33]/[CH:34]=O)=[CH:4][N:3]=1.[NH:36]1[CH2:41][CH2:40][CH2:39][CH:38]([NH:42]C(=O)OC(C)(C)C)[CH2:37]1.Cl.O1CCOCC1.C(=O)([O-])[O-].[Na+].[Na+]. The catalyst class is: 5. (4) Reactant: O1CCOCC1.[NH2:7][C:8]1[N:9]=[C:10]([CH3:22])[C:11]2[CH:17]=[C:16](Br)[C:15](=[O:19])[N:14]([CH2:20][CH3:21])[C:12]=2[N:13]=1.[CH3:23][C:24]1[C:25](B(O)O)=[CH:26][S:27][CH:28]=1.C([O-])([O-])=O.[K+].[K+]. Product: [NH2:7][C:8]1[N:9]=[C:10]([CH3:22])[C:11]2[CH:17]=[C:16]([C:25]3[C:24]([CH3:23])=[CH:28][S:27][CH:26]=3)[C:15](=[O:19])[N:14]([CH2:20][CH3:21])[C:12]=2[N:13]=1. The catalyst class is: 103. (5) Reactant: [OH:1][CH:2]1[CH2:11][C:10]2[C:9]([NH:12][C:13]([NH:15][C:16]3[CH:21]=[CH:20][CH:19]=[C:18](I)[CH:17]=3)=[O:14])=[CH:8][CH:7]=[CH:6][C:5]=2[CH2:4][CH2:3]1.[C:23]1([CH3:32])[CH:28]=[CH:27][C:26](B(O)O)=[CH:25][CH:24]=1.C(=O)(O)[O-].[Na+].C(OC(=O)C)C. Product: [OH:1][CH:2]1[CH2:11][C:10]2[C:9]([NH:12][C:13]([NH:15][C:16]3[CH:17]=[C:18]([C:26]4[CH:27]=[CH:28][C:23]([CH3:32])=[CH:24][CH:25]=4)[CH:19]=[CH:20][CH:21]=3)=[O:14])=[CH:8][CH:7]=[CH:6][C:5]=2[CH2:4][CH2:3]1. The catalyst class is: 176. (6) Reactant: [CH2:1]([C:4]1[C:11]([OH:12])=[CH:10][CH:9]=[CH:8][C:5]=1[CH:6]=[O:7])[CH:2]=[CH2:3].[I-].[Na+].C(=O)([O-])[O-].[K+].[K+].[CH3:21][O:22][C:23]1[CH:30]=[CH:29][C:26]([CH2:27]Cl)=[CH:25][CH:24]=1. Product: [CH2:1]([C:4]1[C:11]([O:12][CH2:27][C:26]2[CH:29]=[CH:30][C:23]([O:22][CH3:21])=[CH:24][CH:25]=2)=[CH:10][CH:9]=[CH:8][C:5]=1[CH:6]=[O:7])[CH:2]=[CH2:3]. The catalyst class is: 21. (7) Reactant: FC(F)(F)C(O)=O.[C:8]([N:15]1[CH2:20][CH2:19][CH2:18][CH:17]([CH2:21][N:22]([C:27]2[CH:32]=[CH:31][CH:30]=[CH:29][CH:28]=2)[C:23](=[O:26])[CH2:24][CH3:25])[CH2:16]1)(OC(C)(C)C)=O.[N:33]1[CH:38]=[CH:37][CH:36]=[C:35](C=O)[CH:34]=1.[BH-](OC(C)=O)(OC(C)=O)OC(C)=O.[Na+]. Product: [N:33]1[CH:38]=[CH:37][CH:36]=[C:35]([CH2:8][N:15]2[CH2:20][CH2:19][CH2:18][CH:17]([CH2:21][N:22]([C:27]3[CH:28]=[CH:29][CH:30]=[CH:31][CH:32]=3)[C:23](=[O:26])[CH2:24][CH3:25])[CH2:16]2)[CH:34]=1. The catalyst class is: 2.